This data is from Catalyst prediction with 721,799 reactions and 888 catalyst types from USPTO. The task is: Predict which catalyst facilitates the given reaction. (1) Reactant: [C:1]([C:3]1[C:4]([C:17]2[CH:22]=[CH:21][C:20]([Cl:23])=[CH:19][C:18]=2[Cl:24])=[C:5]([C:14](O)=[O:15])[S:6][C:7]=1[N:8]1[CH2:13][CH2:12][O:11][CH2:10][CH2:9]1)#[N:2].C1C=CC2N(O)N=[N:31]C=2C=1.CCN=C=NCCCN(C)C.N. Product: [C:1]([C:3]1[C:4]([C:17]2[CH:22]=[CH:21][C:20]([Cl:23])=[CH:19][C:18]=2[Cl:24])=[C:5]([C:14]([NH2:31])=[O:15])[S:6][C:7]=1[N:8]1[CH2:13][CH2:12][O:11][CH2:10][CH2:9]1)#[N:2]. The catalyst class is: 2. (2) Product: [CH3:16][O:15][C:13](=[O:14])[CH2:12][C:6]1[CH:5]=[CH:4][C:3]([Cl:2])=[CH:11][C:7]=1[CH2:8][OH:9]. The catalyst class is: 1. Reactant: B.[Cl:2][C:3]1[CH:4]=[CH:5][C:6]([CH2:12][C:13]([O:15][CH3:16])=[O:14])=[C:7]([CH:11]=1)[C:8](O)=[O:9].